From a dataset of Full USPTO retrosynthesis dataset with 1.9M reactions from patents (1976-2016). Predict the reactants needed to synthesize the given product. (1) Given the product [Cl:15][C:16]1[CH:21]=[C:20]([O:13][C:8]2[C:7]([CH3:14])=[C:6]([CH2:5][OH:4])[CH:11]=[N:10][C:9]=2[CH3:12])[CH:19]=[CH:18][N:17]=1, predict the reactants needed to synthesize it. The reactants are: [H-].[Na+].Cl.[OH:4][CH2:5][C:6]1[C:7]([CH3:14])=[C:8]([OH:13])[C:9]([CH3:12])=[N:10][CH:11]=1.[Cl:15][C:16]1[CH:21]=[C:20]([N+]([O-])=O)[CH:19]=[CH:18][N:17]=1. (2) Given the product [OH:18][CH2:17][C:13]1[S:14][CH:15]=[CH:16][C:12]=1[S:9]([N:8]([CH3:7])[C:21]1[CH:22]=[CH:23][CH:24]=[C:25]2[C:29]=1[NH:28][C:27]([C:30]1[S:31][CH:32]=[CH:33][N:34]=1)=[CH:26]2)(=[O:11])=[O:10], predict the reactants needed to synthesize it. The reactants are: [H-].[Al+3].[Li+].[H-].[H-].[H-].[CH3:7][N:8]([C:21]1[CH:22]=[CH:23][CH:24]=[C:25]2[C:29]=1[NH:28][C:27]([C:30]1[S:31][CH:32]=[CH:33][N:34]=1)=[CH:26]2)[S:9]([C:12]1[CH:16]=[CH:15][S:14][C:13]=1[C:17](OC)=[O:18])(=[O:11])=[O:10].O.[OH-].[Na+]. (3) Given the product [CH3:34][O:33][C:32](=[O:35])[NH:31][C@@H:29]([CH3:30])[CH2:28][NH:1][C:2]1[N:3]=[CH:4][C:5]2[C:10]([CH:11]=1)=[CH:9][CH:8]=[C:7]([C:12]1[C:17]([F:18])=[CH:16][CH:15]=[C:14]([NH:19][S:20]([CH2:23][CH2:24][CH3:25])(=[O:22])=[O:21])[C:13]=1[F:26])[CH:6]=2, predict the reactants needed to synthesize it. The reactants are: [NH2:1][C:2]1[N:3]=[CH:4][C:5]2[C:10]([CH:11]=1)=[CH:9][CH:8]=[C:7]([C:12]1[C:13]([F:26])=[C:14]([NH:19][S:20]([CH2:23][CH2:24][CH3:25])(=[O:22])=[O:21])[CH:15]=[CH:16][C:17]=1[F:18])[CH:6]=2.O=[CH:28][C@@H:29]([NH:31][C:32](=[O:35])[O:33][CH3:34])[CH3:30].[BH3-]C#N.[Na+]. (4) Given the product [C:1]([N:5]([CH2:6][C:7]([OH:9])=[O:8])[NH:12][C:13]1[C:18]([F:19])=[CH:17][N:16]=[C:15]([C:20]2[C:28]3[C:23](=[N:24][CH:25]=[C:26]([C:29]([F:32])([F:30])[F:31])[CH:27]=3)[NH:22][CH:21]=2)[N:14]=1)([CH3:4])([CH3:2])[CH3:3], predict the reactants needed to synthesize it. The reactants are: [C:1]([N:5]([NH:12][C:13]1[C:18]([F:19])=[CH:17][N:16]=[C:15]([C:20]2[C:28]3[C:23](=[N:24][CH:25]=[C:26]([C:29]([F:32])([F:31])[F:30])[CH:27]=3)[NH:22][CH:21]=2)[N:14]=1)[CH2:6][C:7]([O:9]CC)=[O:8])([CH3:4])([CH3:3])[CH3:2].O.[OH-].[Li+].